From a dataset of Forward reaction prediction with 1.9M reactions from USPTO patents (1976-2016). Predict the product of the given reaction. (1) Given the reactants BrCC(C1C=CC=C(C(F)(F)F)C=1)=O.[NH2:15][C:16]1[N:26]=[CH:25][CH:24]=[CH:23][C:17]=1[C:18]([O:20][CH2:21][CH3:22])=[O:19].[Br:27][CH2:28][C:29]([C:31]1[CH:36]=[CH:35][CH:34]=[C:33]([O:37][C:38]([F:41])([F:40])[F:39])[CH:32]=1)=[O:30], predict the reaction product. The product is: [Br:27][CH2:28][C:29]([C:31]1[CH:36]=[CH:35][CH:34]=[C:33]([O:37][C:38]([F:39])([F:40])[F:41])[CH:32]=1)=[O:30].[F:39][C:38]([F:40])([F:41])[O:37][C:33]1[CH:32]=[C:31]([C:29]2[N:15]=[C:16]3[C:17]([C:18]([O:20][CH2:21][CH3:22])=[O:19])=[CH:23][CH:24]=[CH:25][N:26]3[CH:28]=2)[CH:36]=[CH:35][CH:34]=1. (2) Given the reactants [N:1]([CH2:4][CH2:5][O:6][CH2:7][CH2:8][O:9][CH2:10][CH:11]([O:22][CH2:23][C:24]([OH:26])=[O:25])[CH2:12][O:13][CH2:14][CH2:15][O:16][CH2:17][CH2:18][N:19]=[N+]=[N-])=[N+]=[N-], predict the reaction product. The product is: [NH2:1][CH2:4][CH2:5][O:6][CH2:7][CH2:8][O:9][CH2:10][CH:11]([O:22][CH2:23][C:24]([OH:26])=[O:25])[CH2:12][O:13][CH2:14][CH2:15][O:16][CH2:17][CH2:18][NH2:19]. (3) Given the reactants [CH3:1][O:2][C:3]([C:5]1[CH:6]=[C:7]2[CH:13]=[CH:12][NH:11][C:8]2=[N:9][CH:10]=1)=[O:4].[OH-].[Na+].[C:16]1([S:22](Cl)(=[O:24])=[O:23])[CH:21]=[CH:20][CH:19]=[CH:18][CH:17]=1, predict the reaction product. The product is: [CH3:1][O:2][C:3]([C:5]1[CH:6]=[C:7]2[CH:13]=[CH:12][N:11]([S:22]([C:16]3[CH:21]=[CH:20][CH:19]=[CH:18][CH:17]=3)(=[O:24])=[O:23])[C:8]2=[N:9][CH:10]=1)=[O:4]. (4) Given the reactants C([O:8][C:9]1[C:10]2[N:11]([C:15]([C:25]3[CH:30]=[CH:29][N:28]=[C:27]([NH:31][CH:32]4[CH2:36][CH2:35][CH2:34][CH2:33]4)[N:26]=3)=[C:16]([C:18]3[CH:23]=[CH:22][C:21]([F:24])=[CH:20][CH:19]=3)[N:17]=2)[CH:12]=[CH:13][CH:14]=1)C1C=CC=CC=1.[H][H], predict the reaction product. The product is: [CH:32]1([NH:31][C:27]2[N:26]=[C:25]([C:15]3[N:11]4[CH:12]=[CH:13][CH:14]=[C:9]([OH:8])[C:10]4=[N:17][C:16]=3[C:18]3[CH:19]=[CH:20][C:21]([F:24])=[CH:22][CH:23]=3)[CH:30]=[CH:29][N:28]=2)[CH2:36][CH2:35][CH2:34][CH2:33]1.